Task: Predict the product of the given reaction.. Dataset: Forward reaction prediction with 1.9M reactions from USPTO patents (1976-2016) (1) Given the reactants Cl.[F:2][C:3]1[CH:11]=[C:10]([O:12][CH2:13][CH2:14][CH2:15][N:16]2[CH2:21][CH2:20][CH2:19][CH2:18][CH2:17]2)[C:9]([F:22])=[CH:8][C:4]=1[C:5]([Cl:7])=[O:6].[NH:23]1[CH2:28][CH2:27][CH2:26][CH2:25][CH2:24]1, predict the reaction product. The product is: [ClH:7].[F:2][C:3]1[CH:11]=[C:10]([O:12][CH2:13][CH2:14][CH2:15][N:16]2[CH2:21][CH2:20][CH2:19][CH2:18][CH2:17]2)[C:9]([F:22])=[CH:8][C:4]=1[C:5]([N:23]1[CH2:28][CH2:27][CH2:26][CH2:25][CH2:24]1)=[O:6]. (2) The product is: [CH2:14]([O:13][C:12]1[C:11](=[O:21])[N:10]=[C:9]([CH2:22][C:23]2([C:28]3[CH:33]=[CH:32][C:31]([Br:34])=[CH:30][CH:29]=3)[CH2:27][CH2:26][CH2:25][CH2:24]2)[N:8]2[CH2:2][CH2:3][N:4]([CH:35]([CH3:37])[CH3:36])[C:5](=[O:6])[C:7]=12)[C:15]1[CH:16]=[CH:17][CH:18]=[CH:19][CH:20]=1. Given the reactants O[CH2:2][CH2:3][N:4]([CH:35]([CH3:37])[CH3:36])[C:5]([C:7]1[C:12]([O:13][CH2:14][C:15]2[CH:20]=[CH:19][CH:18]=[CH:17][CH:16]=2)=[C:11]([OH:21])[N:10]=[C:9]([CH2:22][C:23]2([C:28]3[CH:33]=[CH:32][C:31]([Br:34])=[CH:30][CH:29]=3)[CH2:27][CH2:26][CH2:25][CH2:24]2)[N:8]=1)=[O:6].C1(P(C2C=CC=CC=2)C2C=CC=CC=2)C=CC=CC=1, predict the reaction product. (3) Given the reactants Br[C@H:2]1[CH2:7][CH2:6][C@@H:5]([C:8]([NH2:10])=[O:9])[CH2:4][C@H:3]1[OH:11].[N-:12]=[N+:13]=[N-:14].[Na+], predict the reaction product. The product is: [N:12]([C@@H:2]1[CH2:7][CH2:6][C@@H:5]([C:8]([NH2:10])=[O:9])[CH2:4][C@H:3]1[OH:11])=[N+:13]=[N-:14]. (4) Given the reactants [CH:1]([NH:4][C:5]([C:7]1[C:15]2[C:10](=[N:11][CH:12]=[C:13](Br)[N:14]=2)[N:9]([CH2:17][O:18][CH2:19][CH2:20][Si:21]([CH3:24])([CH3:23])[CH3:22])[CH:8]=1)=[O:6])([CH3:3])[CH3:2].C(OC([N:32]1[C:40]2[C:35](=[CH:36][CH:37]=[C:38]([OH:41])[CH:39]=2)[CH:34]=[CH:33]1)=O)(C)(C)C.[O-]P([O-])([O-])=O.[K+].[K+].[K+].C(P(C(C)(C)C)C1C=CC=CC=1C1C=CC=CC=1N(C)C)(C)(C)C, predict the reaction product. The product is: [CH:1]([NH:4][C:5]([C:7]1[C:15]2[C:10](=[N:11][CH:12]=[C:13]([O:41][C:38]3[CH:39]=[C:40]4[C:35]([CH:34]=[CH:33][NH:32]4)=[CH:36][CH:37]=3)[N:14]=2)[N:9]([CH2:17][O:18][CH2:19][CH2:20][Si:21]([CH3:24])([CH3:23])[CH3:22])[CH:8]=1)=[O:6])([CH3:3])[CH3:2]. (5) Given the reactants [CH2:1]([O:8][C:9]1[CH:14]=[CH:13][NH:12][C:11](=[O:15])[CH:10]=1)[C:2]1[CH:7]=[CH:6][CH:5]=[CH:4][CH:3]=1.Br[C:17]1[CH:23]=[CH:22][C:20]([NH2:21])=[C:19]([F:24])[CH:18]=1.NC1C=CC(N2C=CC=CC2=O)=CC=1F, predict the reaction product. The product is: [NH2:21][C:20]1[CH:22]=[CH:23][C:17]([N:12]2[CH:13]=[CH:14][C:9]([O:8][CH2:1][C:2]3[CH:3]=[CH:4][CH:5]=[CH:6][CH:7]=3)=[CH:10][C:11]2=[O:15])=[CH:18][C:19]=1[F:24].